From a dataset of Forward reaction prediction with 1.9M reactions from USPTO patents (1976-2016). Predict the product of the given reaction. Given the reactants [Cl:1][C:2]1[CH:3]=[C:4]([CH:7]=[CH:8][C:9]=1F)[C:5]#[N:6].[OH:11][C:12]1[C:21]2[C:16](=[CH:17][CH:18]=[CH:19][CH:20]=2)[C:15]([CH:22]=[O:23])=[CH:14][CH:13]=1.C(=O)([O-])[O-].[Cs+].[Cs+], predict the reaction product. The product is: [Cl:1][C:2]1[CH:3]=[C:4]([CH:7]=[CH:8][C:9]=1[O:11][C:12]1[C:21]2[C:16](=[CH:17][CH:18]=[CH:19][CH:20]=2)[C:15]([CH:22]=[O:23])=[CH:14][CH:13]=1)[C:5]#[N:6].